From a dataset of Reaction yield outcomes from USPTO patents with 853,638 reactions. Predict the reaction yield, written as a fraction of the theoretical maximum amount of product (1.0 means a 100% yield; for example, 0.34 means a 34% yield). (1) The reactants are [CH2:1]([O:8][C:9]1[CH:10]=[CH:11][C:12]([CH:18]=[CH:19][C:20]([O:22][C:23]([CH3:26])([CH3:25])[CH3:24])=[O:21])=[C:13]([CH:17]=1)[C:14](O)=[O:15])[C:2]1[CH:7]=[CH:6][CH:5]=[CH:4][CH:3]=1.C[Si](C)(C)CCO.C(Cl)CCl. The catalyst is C(Cl)Cl.CN(C1C=CN=CC=1)C. The product is [C:23]([O:22][C:20](=[O:21])[CH:19]=[CH:18][C:12]1[CH:11]=[CH:10][C:9]([O:8][CH2:1][C:2]2[CH:3]=[CH:4][CH:5]=[CH:6][CH:7]=2)=[CH:17][C:13]=1[CH:14]=[O:15])([CH3:26])([CH3:24])[CH3:25]. The yield is 0.840. (2) The reactants are [NH2:1][CH2:2][CH2:3][NH:4][C:5](=[O:7])[CH3:6].[F:8][C:9]1[CH:10]=[C:11]([CH:27]=[CH:28][CH:29]=1)[CH2:12][C:13]1[C:14]([CH3:26])=[N:15][C:16]2[N:17]([N:20]=[CH:21][C:22]=2[C:23](O)=[O:24])[C:18]=1[CH3:19]. No catalyst specified. The product is [C:5]([NH:4][CH2:3][CH2:2][NH:1][C:23]([C:22]1[CH:21]=[N:20][N:17]2[C:18]([CH3:19])=[C:13]([CH2:12][C:11]3[CH:27]=[CH:28][CH:29]=[C:9]([F:8])[CH:10]=3)[C:14]([CH3:26])=[N:15][C:16]=12)=[O:24])(=[O:7])[CH3:6]. The yield is 0.420. (3) The reactants are [F:1][C:2]1[CH:27]=[CH:26][CH:25]=[C:24]([F:28])[C:3]=1[C:4]([NH:6][C:7]1[C:8]([C:12]2[NH:16][C:15]3[CH:17]=[CH:18][C:19]([C:21]([OH:23])=O)=[CH:20][C:14]=3[N:13]=2)=[N:9][NH:10][CH:11]=1)=[O:5].C(Cl)CCl.C1C=CC2N(O)N=[N:39]C=2C=1.C(N(C(C)C)CC)(C)C.[Cl-].[NH4+]. The catalyst is CN(C=O)C.O. The product is [F:1][C:2]1[CH:27]=[CH:26][CH:25]=[C:24]([F:28])[C:3]=1[C:4]([NH:6][C:7]1[C:8]([C:12]2[NH:16][C:15]3[CH:17]=[CH:18][C:19]([C:21]([NH2:39])=[O:23])=[CH:20][C:14]=3[N:13]=2)=[N:9][NH:10][CH:11]=1)=[O:5]. The yield is 0.490.